From a dataset of NCI-60 drug combinations with 297,098 pairs across 59 cell lines. Regression. Given two drug SMILES strings and cell line genomic features, predict the synergy score measuring deviation from expected non-interaction effect. (1) Cell line: KM12. Synergy scores: CSS=-4.93, Synergy_ZIP=2.30, Synergy_Bliss=1.82, Synergy_Loewe=-1.36, Synergy_HSA=-1.77. Drug 2: CS(=O)(=O)CCNCC1=CC=C(O1)C2=CC3=C(C=C2)N=CN=C3NC4=CC(=C(C=C4)OCC5=CC(=CC=C5)F)Cl. Drug 1: CC1=C(C=C(C=C1)NC2=NC=CC(=N2)N(C)C3=CC4=NN(C(=C4C=C3)C)C)S(=O)(=O)N.Cl. (2) Drug 1: CCCCCOC(=O)NC1=NC(=O)N(C=C1F)C2C(C(C(O2)C)O)O. Drug 2: CC(C)CN1C=NC2=C1C3=CC=CC=C3N=C2N. Cell line: SF-268. Synergy scores: CSS=-3.65, Synergy_ZIP=1.49, Synergy_Bliss=0.0936, Synergy_Loewe=-3.72, Synergy_HSA=-2.66. (3) Drug 1: C1=CN(C(=O)N=C1N)C2C(C(C(O2)CO)O)O.Cl. Drug 2: C1C(C(OC1N2C=NC3=C(N=C(N=C32)Cl)N)CO)O. Synergy scores: CSS=55.0, Synergy_ZIP=-7.57, Synergy_Bliss=-7.97, Synergy_Loewe=-0.868, Synergy_HSA=1.23. Cell line: COLO 205. (4) Drug 1: C1C(C(OC1N2C=NC3=C(N=C(N=C32)Cl)N)CO)O. Drug 2: CNC(=O)C1=NC=CC(=C1)OC2=CC=C(C=C2)NC(=O)NC3=CC(=C(C=C3)Cl)C(F)(F)F. Cell line: UACC-257. Synergy scores: CSS=16.3, Synergy_ZIP=-3.62, Synergy_Bliss=0.151, Synergy_Loewe=-14.0, Synergy_HSA=-1.07. (5) Drug 1: CCC1(CC2CC(C3=C(CCN(C2)C1)C4=CC=CC=C4N3)(C5=C(C=C6C(=C5)C78CCN9C7C(C=CC9)(C(C(C8N6C=O)(C(=O)OC)O)OC(=O)C)CC)OC)C(=O)OC)O.OS(=O)(=O)O. Drug 2: CN1C(=O)N2C=NC(=C2N=N1)C(=O)N. Cell line: NCI/ADR-RES. Synergy scores: CSS=1.19, Synergy_ZIP=3.58, Synergy_Bliss=6.14, Synergy_Loewe=3.46, Synergy_HSA=1.09.